This data is from NCI-60 drug combinations with 297,098 pairs across 59 cell lines. The task is: Regression. Given two drug SMILES strings and cell line genomic features, predict the synergy score measuring deviation from expected non-interaction effect. Drug 1: CC(C1=C(C=CC(=C1Cl)F)Cl)OC2=C(N=CC(=C2)C3=CN(N=C3)C4CCNCC4)N. Drug 2: CC1=C(C(=CC=C1)Cl)NC(=O)C2=CN=C(S2)NC3=CC(=NC(=N3)C)N4CCN(CC4)CCO. Cell line: UACC62. Synergy scores: CSS=23.2, Synergy_ZIP=0.870, Synergy_Bliss=6.22, Synergy_Loewe=6.54, Synergy_HSA=6.61.